From a dataset of Reaction yield outcomes from USPTO patents with 853,638 reactions. Predict the reaction yield, written as a fraction of the theoretical maximum amount of product (1.0 means a 100% yield; for example, 0.34 means a 34% yield). (1) The reactants are [Br:1][C:2]1[S:6][CH:5]=[C:4]([C:7]([OH:9])=[O:8])[CH:3]=1.C1C[O:13][CH2:12]C1.[Li+].CC([N-]C(C)C)C.CN(C=O)C. The catalyst is O. The product is [Br:1][C:2]1[S:6][C:5]([CH:12]=[O:13])=[C:4]([C:7]([OH:9])=[O:8])[CH:3]=1. The yield is 0.950. (2) The reactants are I[C:2]1[CH:7]=[CH:6][C:5]([NH:8][C:9]2[S:10][C:11]3[CH:17]=[C:16]([CH3:18])[CH:15]=[CH:14][C:12]=3[N:13]=2)=[CH:4][CH:3]=1.CC1(C)C(C)(C)OB([C:27]2[CH:43]=[CH:42][C:30]([C:31]([C@@H:33]3[CH2:37][CH2:36][CH2:35][C@H:34]3[C:38]([O:40]C)=[O:39])=[O:32])=[CH:29][CH:28]=2)O1.C([O-])(O)=O.[Na+].ClCCl.[OH-].[Na+]. The catalyst is CCOC(C)=O.CCO.C1(C)C=CC=CC=1. The product is [CH3:18][C:16]1[CH:15]=[CH:14][C:12]2[N:13]=[C:9]([NH:8][C:5]3[CH:6]=[CH:7][C:2]([C:27]4[CH:28]=[CH:29][C:30]([C:31]([C@@H:33]5[CH2:37][CH2:36][CH2:35][C@H:34]5[C:38]([OH:40])=[O:39])=[O:32])=[CH:42][CH:43]=4)=[CH:3][CH:4]=3)[S:10][C:11]=2[CH:17]=1. The yield is 0.190. (3) The reactants are CS(O[CH:6]1[CH2:9][N:8]([C:10]([O:12][C:13]([CH3:16])([CH3:15])[CH3:14])=[O:11])[CH2:7]1)(=O)=O.O.[NH2:18][NH2:19]. The catalyst is O. The product is [NH:18]([CH:6]1[CH2:9][N:8]([C:10]([O:12][C:13]([CH3:16])([CH3:15])[CH3:14])=[O:11])[CH2:7]1)[NH2:19]. The yield is 0.890. (4) The reactants are [Cl:1][C:2]1[S:6][C:5]([S:7]([NH:10][CH:11]([C:23](OC)=[O:24])[CH:12]([CH2:18][C:19]([F:22])([F:21])[F:20])[CH2:13][C:14]([F:17])([F:16])[F:15])(=[O:9])=[O:8])=[CH:4][CH:3]=1.[Li+].[BH4-]. The catalyst is C1COCC1. The product is [Cl:1][C:2]1[S:6][C:5]([S:7]([NH:10][CH:11]([CH2:23][OH:24])[CH:12]([CH2:18][C:19]([F:20])([F:22])[F:21])[CH2:13][C:14]([F:16])([F:15])[F:17])(=[O:8])=[O:9])=[CH:4][CH:3]=1. The yield is 0.0236. (5) The reactants are Cl[C:2]1[C:7]([N+:8]([O-:10])=[O:9])=[CH:6][CH:5]=[CH:4][N:3]=1.C([O-])([O-])=O.[K+].[K+].[C:17]([CH2:19]C(OC(C)(C)C)=O)#[N:18]. The catalyst is C1COCC1. The product is [N+:8]([C:7]1[C:2]([CH2:19][C:17]#[N:18])=[N:3][CH:4]=[CH:5][CH:6]=1)([O-:10])=[O:9]. The yield is 0.660. (6) The reactants are [Cl:1][C:2]1[N:7]=[CH:6][N:5]=[C:4]([NH2:8])[C:3]=1[NH2:9].[C:10]1([C:20](O)=O)[C:19]2[C:14](=[CH:15][CH:16]=[CH:17][CH:18]=2)[CH:13]=[CH:12][CH:11]=1.P(Cl)(Cl)(Cl)=O. No catalyst specified. The product is [Cl:1][C:2]1[N:7]=[CH:6][N:5]=[C:4]2[C:3]=1[N:9]=[C:20]([C:10]1[C:19]3[C:14](=[CH:15][CH:16]=[CH:17][CH:18]=3)[CH:13]=[CH:12][CH:11]=1)[NH:8]2. The yield is 0.800. (7) The reactants are N1C=CC=CC=1.[CH:7]1([C:12](Cl)=O)[CH2:11][CH2:10][CH2:9][CH2:8]1.C(OC([N:22]1[CH2:28][CH2:27][CH2:26][N:25]([C:29]2[CH:34]=[CH:33][C:32]([NH2:35])=[C:31]([C:36](=[O:46])[NH:37][CH2:38][C:39](=[O:45])[NH:40]C(C)(C)C)[CH:30]=2)[CH2:24][CH2:23]1)=O)(C)(C)C.C(N(CC)CC)C.C[Si](Cl)(C)C. The catalyst is C1COCC1.CCOC(C)=O. The product is [CH:7]1([C:12]2[N:37]([CH2:38][C:39]([NH2:40])=[O:45])[C:36](=[O:46])[C:31]3[C:32](=[CH:33][CH:34]=[C:29]([N:25]4[CH2:26][CH2:27][CH2:28][NH:22][CH2:23][CH2:24]4)[CH:30]=3)[N:35]=2)[CH2:8][CH2:9][CH2:10][CH2:11]1. The yield is 0.370. (8) The reactants are [Br:1][C:2]1[CH:3]=[C:4]([N:9]2[CH2:14][CH2:13][O:12][CH2:11][CH2:10]2)[C:5](F)=[N:6][CH:7]=1.[CH3:15][O-:16].[Na+]. The catalyst is O1CCOCC1. The product is [Br:1][C:2]1[CH:3]=[C:4]([N:9]2[CH2:14][CH2:13][O:12][CH2:11][CH2:10]2)[C:5]([O:16][CH3:15])=[N:6][CH:7]=1. The yield is 0.950. (9) The reactants are [CH3:1][O:2][C:3]1[CH:4]=[C:5]([N:11]2[CH2:20][C:19]3[C:14](=[N:15][C:16]([S:21]([CH3:24])(=[O:23])=[O:22])=[N:17][CH:18]=3)[N:13]([CH3:25])[C:12]2=[O:26])C=[C:7]([O:9][CH3:10])[CH:8]=1.S(Cl)([Cl:30])(=O)=O.Cl[CH2:33][Cl:34]. No catalyst specified. The product is [Cl:30][C:4]1[C:3]([O:2][CH3:1])=[CH:8][C:7]([O:9][CH3:10])=[C:33]([Cl:34])[C:5]=1[N:11]1[CH2:20][C:19]2[C:14](=[N:15][C:16]([S:21]([CH3:24])(=[O:23])=[O:22])=[N:17][CH:18]=2)[N:13]([CH3:25])[C:12]1=[O:26]. The yield is 0.960.